From a dataset of Reaction yield outcomes from USPTO patents with 853,638 reactions. Predict the reaction yield, written as a fraction of the theoretical maximum amount of product (1.0 means a 100% yield; for example, 0.34 means a 34% yield). (1) The reactants are [CH3:1][S:2](Cl)(=[O:4])=[O:3].C(N(CC)C(C)C)(C)C.[NH2:15][CH:16]1[CH2:19][N:18]([C:20]([C:22]2[N:23]=[C:24]3[C:29]([C:30]([F:33])([F:32])[F:31])=[CH:28][C:27]([C:34]4[CH:35]=[N:36][NH:37][CH:38]=4)=[CH:26][N:25]3[CH:39]=2)=[O:21])[CH2:17]1.O. The catalyst is CN(C=O)C. The product is [NH:36]1[CH:35]=[C:34]([C:27]2[CH:28]=[C:29]([C:30]([F:31])([F:33])[F:32])[C:24]3[N:25]([CH:39]=[C:22]([C:20]([N:18]4[CH2:17][CH:16]([NH:15][S:2]([CH3:1])(=[O:4])=[O:3])[CH2:19]4)=[O:21])[N:23]=3)[CH:26]=2)[CH:38]=[N:37]1. The yield is 0.380. (2) No catalyst specified. The product is [Br:11][C:12]1[CH:13]=[CH:14][C:15]([C:18]2[C:19](=[O:21])[C:6]3[C:7](=[CH:8][C:9]([OH:10])=[C:3]([CH2:1][CH3:2])[CH:4]=3)[O:32][CH:31]=2)=[CH:16][CH:17]=1. The yield is 0.823. The reactants are [CH2:1]([C:3]1[C:9]([OH:10])=[CH:8][CH:7]=[CH:6][C:4]=1O)[CH3:2].[Br:11][C:12]1[CH:17]=[CH:16][C:15]([CH2:18][C:19]([OH:21])=O)=[CH:14][CH:13]=1.P(Cl)(Cl)(Cl)(Cl)Cl.CN([CH:31]=[O:32])C. (3) The reactants are [C:1]1([CH:7]([O:14][C:15](=[O:31])[C:16]([OH:30])=[CH:17][C:18]([C:20]2[C:28]3[C:23](=[CH:24][CH:25]=[C:26]([Cl:29])[CH:27]=3)[NH:22][CH:21]=2)=[O:19])[C:8]2[CH:13]=[CH:12][CH:11]=[CH:10][CH:9]=2)[CH:6]=[CH:5][CH:4]=[CH:3][CH:2]=1.[H-].[Na+].[CH3:34][N:35]([CH3:39])[C:36](Cl)=[O:37].[Cl-].[NH4+]. The catalyst is C1COCC1. The product is [C:1]1([CH:7]([O:14][C:15](=[O:31])[C:16]([OH:30])=[CH:17][C:18]([C:20]2[C:28]3[C:23](=[CH:24][CH:25]=[C:26]([Cl:29])[CH:27]=3)[N:22]([C:36](=[O:37])[N:35]([CH3:39])[CH3:34])[CH:21]=2)=[O:19])[C:8]2[CH:9]=[CH:10][CH:11]=[CH:12][CH:13]=2)[CH:6]=[CH:5][CH:4]=[CH:3][CH:2]=1. The yield is 0.770. (4) The reactants are [F:1][C:2]1[CH:7]=[CH:6][C:5]([F:8])=[CH:4][C:3]=1[C@H:9]1[CH2:13][CH2:12][CH2:11][N:10]1[C:14]1[CH:19]=[CH:18][N:17]2[N:20]=[CH:21][C:22]([C:23]([O-:25])=[O:24])=[C:16]2[N:15]=1.[Li+].[OH-]. The catalyst is CCO.O. The product is [F:1][C:2]1[CH:7]=[CH:6][C:5]([F:8])=[CH:4][C:3]=1[C@H:9]1[CH2:13][CH2:12][CH2:11][N:10]1[C:14]1[CH:19]=[CH:18][N:17]2[N:20]=[CH:21][C:22]([C:23]([OH:25])=[O:24])=[C:16]2[N:15]=1. The yield is 0.980. (5) The reactants are [C:1]([NH:5][C:6]([C:8]1[C:16]2[C:11](=[N:12][CH:13]=[C:14]([C:17]3[C:25]4[C:20](=[CH:21][CH:22]=[C:23]([O:26][CH:27]([F:29])[F:28])[CH:24]=4)[N:19]([CH2:30][C:31]([N:33]4[CH2:38][CH2:37][N:36]([CH3:39])[CH2:35][CH2:34]4)=[O:32])[N:18]=3)[N:15]=2)[N:10](COCC[Si](C)(C)C)[CH:9]=1)=[O:7])([CH3:4])([CH3:3])[CH3:2].FC(F)(F)C(O)=O.ClCCl.CO. The catalyst is ClCCl. The product is [C:1]([NH:5][C:6]([C:8]1[C:16]2[C:11](=[N:12][CH:13]=[C:14]([C:17]3[C:25]4[C:20](=[CH:21][CH:22]=[C:23]([O:26][CH:27]([F:29])[F:28])[CH:24]=4)[N:19]([CH2:30][C:31]([N:33]4[CH2:38][CH2:37][N:36]([CH3:39])[CH2:35][CH2:34]4)=[O:32])[N:18]=3)[N:15]=2)[NH:10][CH:9]=1)=[O:7])([CH3:4])([CH3:3])[CH3:2]. The yield is 0.670.